This data is from Full USPTO retrosynthesis dataset with 1.9M reactions from patents (1976-2016). The task is: Predict the reactants needed to synthesize the given product. Given the product [CH3:14][O:13][CH:12]1[C:9]2([CH2:11][CH2:10]2)[CH2:8][N:7]([C:15]2[N:16]([CH3:23])[N:17]=[CH:18][C:19]=2[N+:20]([O-:22])=[O:21])[CH2:6][CH2:5][CH:4]1[NH:1][C:42](=[O:43])[O:41][C:37]([CH3:40])([CH3:39])[CH3:38], predict the reactants needed to synthesize it. The reactants are: [N:1]([CH:4]1[CH:12]([O:13][CH3:14])[C:9]2([CH2:11][CH2:10]2)[CH2:8][N:7]([C:15]2[N:16]([CH3:23])[N:17]=[CH:18][C:19]=2[N+:20]([O-:22])=[O:21])[CH2:6][CH2:5]1)=[N+]=[N-].CP(C)C.CCN(C(C)C)C(C)C.[C:37]([O:41][C:42](O[C:42]([O:41][C:37]([CH3:40])([CH3:39])[CH3:38])=[O:43])=[O:43])([CH3:40])([CH3:39])[CH3:38].